Task: Predict the reaction yield, written as a fraction of the theoretical maximum amount of product (1.0 means a 100% yield; for example, 0.34 means a 34% yield).. Dataset: Reaction yield outcomes from USPTO patents with 853,638 reactions The reactants are [Cl:1][C:2]1[CH:6]=[N:5][N:4]([CH:7]([CH3:9])[CH3:8])[C:3]=1[C:10]1[CH:11]=[C:12]([NH2:18])[CH:13]=[CH:14][C:15]=1[O:16][CH3:17].[Cl:19][C:20]1[CH:25]=[C:24]([C:26]([F:29])([F:28])[F:27])[CH:23]=[CH:22][C:21]=1[N:30]=[C:31]=[O:32]. The catalyst is C(Cl)Cl. The product is [Cl:1][C:2]1[CH:6]=[N:5][N:4]([CH:7]([CH3:9])[CH3:8])[C:3]=1[C:10]1[CH:11]=[C:12]([NH:18][C:31]([NH:30][C:21]2[CH:22]=[CH:23][C:24]([C:26]([F:27])([F:29])[F:28])=[CH:25][C:20]=2[Cl:19])=[O:32])[CH:13]=[CH:14][C:15]=1[O:16][CH3:17]. The yield is 0.400.